From a dataset of Forward reaction prediction with 1.9M reactions from USPTO patents (1976-2016). Predict the product of the given reaction. (1) Given the reactants [Cl:1][C:2]1[CH:3]=[C:4]([N:9]=[CH:10][C:11]2[CH:16]=[CH:15][N:14]=[C:13]([C:17]3[CH:18]=[N:19][CH:20]=[CH:21][CH:22]=3)[C:12]=2[OH:23])[CH:5]=[CH:6][C:7]=1[F:8].[Si]([C:28]#[N:29])(C)(C)C, predict the reaction product. The product is: [Cl:1][C:2]1[CH:3]=[C:4]([NH:9][C:10]2[C:11]3[C:12](=[C:13]([C:17]4[CH:18]=[N:19][CH:20]=[CH:21][CH:22]=4)[N:14]=[CH:15][CH:16]=3)[O:23][C:28]=2[NH2:29])[CH:5]=[CH:6][C:7]=1[F:8]. (2) Given the reactants [Cl:1][C:2]1[CH:7]=[C:6]([N+:8]([O-])=O)[CH:5]=[CH:4][C:3]=1[O:11][C:12]1[CH:17]=[CH:16][CH:15]=[C:14]([S:18]([CH:21]([CH3:23])[CH3:22])(=[O:20])=[O:19])[CH:13]=1.[Cl-].[Ca+2].[Cl-].O, predict the reaction product. The product is: [Cl:1][C:2]1[CH:7]=[C:6]([CH:5]=[CH:4][C:3]=1[O:11][C:12]1[CH:17]=[CH:16][CH:15]=[C:14]([S:18]([CH:21]([CH3:23])[CH3:22])(=[O:20])=[O:19])[CH:13]=1)[NH2:8]. (3) Given the reactants [C:1]([O:5][C:6]([N:8]([C:24]([O:26][C:27]([CH3:30])([CH3:29])[CH3:28])=[O:25])[C:9]1[O:17][C:16]2[C:11](=[N:12][CH:13]=[C:14](Br)[CH:15]=2)[C:10]=1[C:19]([O:21][CH2:22][CH3:23])=[O:20])=[O:7])([CH3:4])([CH3:3])[CH3:2].[C:31](B1OC(C)(C)C(C)(C)O1)([CH3:33])=[CH2:32].[O-]P([O-])([O-])=O.[K+].[K+].[K+].O, predict the reaction product. The product is: [C:1]([O:5][C:6]([N:8]([C:24]([O:26][C:27]([CH3:30])([CH3:29])[CH3:28])=[O:25])[C:9]1[O:17][C:16]2[C:11](=[N:12][CH:13]=[C:14]([C:31]([CH3:33])=[CH2:32])[CH:15]=2)[C:10]=1[C:19]([O:21][CH2:22][CH3:23])=[O:20])=[O:7])([CH3:4])([CH3:3])[CH3:2]. (4) Given the reactants [I:1][C:2]1[C:3]([CH2:11][OH:12])=[CH:4][C:5]2[O:9][CH2:8][O:7][C:6]=2[CH:10]=1.C1C=C[NH+]=CC=1.[O-][Cr](Cl)(=O)=O, predict the reaction product. The product is: [I:1][C:2]1[C:3]([CH:11]=[O:12])=[CH:4][C:5]2[O:9][CH2:8][O:7][C:6]=2[CH:10]=1. (5) Given the reactants Br[CH2:2][CH2:3][CH2:4][O:5][CH2:6][C:7]1[CH:12]=[CH:11][CH:10]=[CH:9][CH:8]=1.N[CH2:14][CH2:15][CH2:16][OH:17].[Cl:18][C:19]1[CH:24]=[CH:23][C:22]([S:25]([C:28]2[C:37]3[C:32](=[C:33]([F:39])[CH:34]=[CH:35][C:36]=3[F:38])[O:31][CH2:30][CH:29]=2)(=[O:27])=[O:26])=[CH:21][CH:20]=1.C([N:42](CC)CC)C, predict the reaction product. The product is: [CH2:6]([O:5][CH2:4][CH2:3][CH2:2][N:42]([CH:16]([OH:17])[CH2:15][CH3:14])[CH:29]1[CH:28]([S:25]([C:22]2[CH:21]=[CH:20][C:19]([Cl:18])=[CH:24][CH:23]=2)(=[O:26])=[O:27])[C:37]2[C:32](=[C:33]([F:39])[CH:34]=[CH:35][C:36]=2[F:38])[O:31][CH2:30]1)[C:7]1[CH:12]=[CH:11][CH:10]=[CH:9][CH:8]=1.